The task is: Predict the reaction yield, written as a fraction of the theoretical maximum amount of product (1.0 means a 100% yield; for example, 0.34 means a 34% yield).. This data is from Reaction yield outcomes from USPTO patents with 853,638 reactions. (1) The reactants are [C:1]([O:4][CH2:5][C:6]1[CH:11]=[C:10](OS(C(F)(F)F)(=O)=O)[C:9]([O:20][CH2:21][C:22]2[CH:27]=[CH:26][C:25]([O:28][CH3:29])=[CH:24][CH:23]=2)=[CH:8][N:7]=1)(=[O:3])[CH3:2].C(N(CC)CC)C.[CH3:37][Si:38]([C:41]#[CH:42])([CH3:40])[CH3:39]. The catalyst is C(#N)C.[Cu]I.Cl[Pd](Cl)([P](C1C=CC=CC=1)(C1C=CC=CC=1)C1C=CC=CC=1)[P](C1C=CC=CC=1)(C1C=CC=CC=1)C1C=CC=CC=1. The product is [C:1]([O:4][CH2:5][C:6]1[CH:11]=[C:10]([C:42]#[C:41][Si:38]([CH3:40])([CH3:39])[CH3:37])[C:9]([O:20][CH2:21][C:22]2[CH:27]=[CH:26][C:25]([O:28][CH3:29])=[CH:24][CH:23]=2)=[CH:8][N:7]=1)(=[O:3])[CH3:2]. The yield is 0.960. (2) The yield is 0.930. The product is [N:3]1([C:4]2[CH:5]=[CH:6][C:4]([NH:3][C:18](=[O:19])[O:20][C:21]([CH3:22])([CH3:23])[CH3:24])=[CH:5][CH:6]=2)[CH2:2][CH2:1][O:25][CH2:9][CH2:7]1. The reactants are [CH3:1][CH2:2][N:3]([CH:7]([CH3:9])C)[CH:4]([CH3:6])[CH3:5].[C:18](O[C:18]([O:20][C:21]([CH3:24])([CH3:23])[CH3:22])=[O:19])([O:20][C:21]([CH3:24])([CH3:23])[CH3:22])=[O:19].[OH2:25]. The catalyst is C(Cl)Cl. (3) The reactants are [N:1]1([C:8]2[C:9]([CH:14]3[CH2:17][N:16]([C:18]4[CH:27]=[CH:26][C:25]5[C:20](=[CH:21][CH:22]=[CH:23][CH:24]=5)[N:19]=4)[CH2:15]3)=[N:10][CH:11]=[CH:12][N:13]=2)[CH2:7][CH2:6][CH2:5][NH:4][CH2:3][CH2:2]1.N1C=CC=CC=1.N1(C2C=CN=CC=2)CCCC1.[C:45](Cl)(=[O:48])[O:46][CH3:47]. The catalyst is C(Cl)Cl. The product is [N:19]1[C:20]2[C:25](=[CH:24][CH:23]=[CH:22][CH:21]=2)[CH:26]=[CH:27][C:18]=1[N:16]1[CH2:15][CH:14]([C:9]2[C:8]([N:1]3[CH2:7][CH2:6][CH2:5][N:4]([C:45]([O:46][CH3:47])=[O:48])[CH2:3][CH2:2]3)=[N:13][CH:12]=[CH:11][N:10]=2)[CH2:17]1. The yield is 0.705. (4) No catalyst specified. The yield is 0.720. The reactants are COC1C=CC(C[N:8](CC2C=CC(OC)=CC=2)[C:9]2[N:14]=[C:13]([C:15]3[C:16]([NH:33][C:34]4[CH:35]=[N:36][C:37]([O:40][CH3:41])=[CH:38][CH:39]=4)=[N:17][CH:18]=[C:19]([CH:21]([N:23]4[CH2:28][CH2:27][N:26]([S:29]([CH3:32])(=[O:31])=[O:30])[CH2:25][CH2:24]4)[CH3:22])[CH:20]=3)[N:12]=[C:11]([CH3:42])[N:10]=2)=CC=1.FC(F)(F)C(O)=O. The product is [CH3:41][O:40][C:37]1[N:36]=[CH:35][C:34]([NH:33][C:16]2[C:15]([C:13]3[N:12]=[C:11]([CH3:42])[N:10]=[C:9]([NH2:8])[N:14]=3)=[CH:20][C:19]([CH:21]([N:23]3[CH2:28][CH2:27][N:26]([S:29]([CH3:32])(=[O:30])=[O:31])[CH2:25][CH2:24]3)[CH3:22])=[CH:18][N:17]=2)=[CH:39][CH:38]=1. (5) The catalyst is ClCCl.CN(C=O)C. The reactants are [F:1][C:2]1[C:7]([F:8])=[CH:6][CH:5]=[CH:4][C:3]=1[CH2:9][CH2:10][C:11](O)=O.C(Cl)(=O)C(Cl)=O.S(N)([NH2:23])(=O)=O.[OH-].[Na+]. The yield is 0.980. The product is [F:1][C:2]1[C:7]([F:8])=[CH:6][CH:5]=[CH:4][C:3]=1[CH2:9][CH2:10][C:11]#[N:23].